Dataset: Reaction yield outcomes from USPTO patents with 853,638 reactions. Task: Predict the reaction yield, written as a fraction of the theoretical maximum amount of product (1.0 means a 100% yield; for example, 0.34 means a 34% yield). (1) The reactants are [C:1]([O:5][C:6]([N:8]1[CH2:11][CH:10]([O:12][C:13]2[CH:14]=[CH:15][C:16]3[O:21][CH2:20][C:19](=S)[N:18]([CH:23]([C:25](OCC)=[O:26])[CH3:24])[C:17]=3[CH:30]=2)[CH2:9]1)=[O:7])([CH3:4])([CH3:3])[CH3:2].O.[NH2:32][NH2:33]. The catalyst is CCO. The product is [C:1]([O:5][C:6]([N:8]1[CH2:9][CH:10]([O:12][C:13]2[CH:30]=[C:17]3[C:16](=[CH:15][CH:14]=2)[O:21][CH2:20][C:19]2[N:18]3[CH:23]([CH3:24])[C:25](=[O:26])[NH:32][N:33]=2)[CH2:11]1)=[O:7])([CH3:3])([CH3:2])[CH3:4]. The yield is 0.520. (2) The reactants are [C:1]([C:3]1[CH:22]=[CH:21][C:6]([O:7][C:8]2[C:9]([O:19][CH3:20])=[N:10][N:11]([CH2:15][C:16](O)=[O:17])[C:12]=2[CH2:13][CH3:14])=[CH:5][CH:4]=1)#[N:2].C(Cl)(=O)C(Cl)=O.[NH3:29]. The catalyst is ClCCl.O1CCOCC1. The product is [C:1]([C:3]1[CH:22]=[CH:21][C:6]([O:7][C:8]2[C:9]([O:19][CH3:20])=[N:10][N:11]([CH2:15][C:16]([NH2:29])=[O:17])[C:12]=2[CH2:13][CH3:14])=[CH:5][CH:4]=1)#[N:2]. The yield is 0.170. (3) The reactants are C([C:3](=P(C1C=CC=CC=1)(C1C=CC=CC=1)C1C=CC=CC=1)[C:4]([C@@H:6]([NH:11][C:12](=[O:27])[O:13][CH2:14][C:15]1([CH2:19][C:20]2[CH:25]=[CH:24][C:23]([F:26])=[CH:22][CH:21]=2)[CH2:18][CH2:17][CH2:16]1)[CH2:7][CH2:8][CH2:9][CH3:10])=[O:5])#N.[O:47]=[O+][O-].[NH2:50][C:51]1[CH:55]=[CH:54][NH:53][N:52]=1. The catalyst is ClCCl. The product is [O:47]=[C:3]([NH:50][C:51]1[NH:52][N:53]=[CH:54][CH:55]=1)[C:4]([C@@H:6]([NH:11][C:12](=[O:27])[O:13][CH2:14][C:15]1([CH2:19][C:20]2[CH:21]=[CH:22][C:23]([F:26])=[CH:24][CH:25]=2)[CH2:18][CH2:17][CH2:16]1)[CH2:7][CH2:8][CH2:9][CH3:10])=[O:5]. The yield is 0.210.